Dataset: Catalyst prediction with 721,799 reactions and 888 catalyst types from USPTO. Task: Predict which catalyst facilitates the given reaction. (1) Reactant: Cl.[NH2:2][OH:3].[S:4]1[CH:8]=[CH:7][CH:6]=[C:5]1[S:9][CH2:10][CH2:11][N:12]1[CH2:17][CH2:16][C@@H:15]([CH2:18][CH2:19][C:20](=O)[C:21]2[C:30]3[C:25](=[CH:26][CH:27]=[C:28]([O:31][CH3:32])[CH:29]=3)[N:24]=[CH:23][CH:22]=2)[C@@H:14]([C:34]([O:36][CH3:37])=[O:35])[CH2:13]1. Product: [S:4]1[CH:8]=[CH:7][CH:6]=[C:5]1[S:9][CH2:10][CH2:11][N:12]1[CH2:17][CH2:16][C@@H:15]([CH2:18][CH2:19][C:20](=[N:2][OH:3])[C:21]2[C:30]3[C:25](=[CH:26][CH:27]=[C:28]([O:31][CH3:32])[CH:29]=3)[N:24]=[CH:23][CH:22]=2)[C@@H:14]([C:34]([O:36][CH3:37])=[O:35])[CH2:13]1. The catalyst class is: 228. (2) Reactant: [CH:1]1[CH:6]=[C:5]([CH2:7][C:8]([O-:10])=[O:9])[C:4]([NH:11][C:12]2[C:17]([Cl:18])=[CH:16][CH:15]=[CH:14][C:13]=2[Cl:19])=[CH:3][CH:2]=1.[Na+]. Product: [CH:1]1[CH:2]=[CH:3][C:4]([NH:11][C:12]2[C:17]([Cl:18])=[CH:16][CH:15]=[CH:14][C:13]=2[Cl:19])=[C:5]([CH2:7][C:8]([OH:10])=[O:9])[CH:6]=1. The catalyst class is: 5. (3) Reactant: [CH3:1][O:2][CH:3]([C:7]1[CH:12]=[CH:11][C:10]([N:13]2[CH2:18][CH2:17][O:16][CH2:15][CH2:14]2)=[CH:9][CH:8]=1)[C:4]([OH:6])=O.CN1CCOCC1.C(OC(Cl)=O)C(C)C.Cl.[CH3:35][NH:36][O:37][CH3:38].C([O-])(O)=O.[Na+]. Product: [CH3:38][O:37][N:36]([CH3:35])[C:4](=[O:6])[CH:3]([O:2][CH3:1])[C:7]1[CH:12]=[CH:11][C:10]([N:13]2[CH2:18][CH2:17][O:16][CH2:15][CH2:14]2)=[CH:9][CH:8]=1. The catalyst class is: 2. (4) The catalyst class is: 12. Product: [C:12]([O:15][C:16]([NH:1][C@H:2]([CH2:6][CH:7]=[CH2:8])[C:3]([OH:5])=[O:4])=[O:17])([CH3:14])([CH3:13])[CH3:11]. Reactant: [NH2:1][C@H:2]([CH2:6][CH:7]=[CH2:8])[C:3]([OH:5])=[O:4].[OH-].[Na+].[CH3:11][C:12]([O:15][C:16](O[C:16]([O:15][C:12]([CH3:14])([CH3:13])[CH3:11])=[O:17])=[O:17])([CH3:14])[CH3:13].